From a dataset of Merck oncology drug combination screen with 23,052 pairs across 39 cell lines. Regression. Given two drug SMILES strings and cell line genomic features, predict the synergy score measuring deviation from expected non-interaction effect. (1) Drug 1: CC1CC2C3CCC4=CC(=O)C=CC4(C)C3(F)C(O)CC2(C)C1(O)C(=O)CO. Drug 2: O=C(CCCCCCC(=O)Nc1ccccc1)NO. Synergy scores: synergy=5.57. Cell line: ZR751. (2) Drug 1: Cn1nnc2c(C(N)=O)ncn2c1=O. Drug 2: O=C(O)C1(Cc2cccc(Nc3nccs3)n2)CCC(Oc2cccc(Cl)c2F)CC1. Cell line: HT144. Synergy scores: synergy=-9.09. (3) Drug 1: O=S1(=O)NC2(CN1CC(F)(F)F)C1CCC2Cc2cc(C=CCN3CCC(C(F)(F)F)CC3)ccc2C1. Drug 2: Cn1nnc2c(C(N)=O)ncn2c1=O. Cell line: SW837. Synergy scores: synergy=-25.9. (4) Drug 2: C=CCn1c(=O)c2cnc(Nc3ccc(N4CCN(C)CC4)cc3)nc2n1-c1cccc(C(C)(C)O)n1. Cell line: KPL1. Synergy scores: synergy=10.7. Drug 1: N.N.O=C(O)C1(C(=O)O)CCC1.[Pt]. (5) Drug 1: O=C(CCCCCCC(=O)Nc1ccccc1)NO. Drug 2: O=C(NOCC(O)CO)c1ccc(F)c(F)c1Nc1ccc(I)cc1F. Cell line: HCT116. Synergy scores: synergy=9.91. (6) Drug 1: CCC1(O)CC2CN(CCc3c([nH]c4ccccc34)C(C(=O)OC)(c3cc4c(cc3OC)N(C)C3C(O)(C(=O)OC)C(OC(C)=O)C5(CC)C=CCN6CCC43C65)C2)C1. Drug 2: NC1(c2ccc(-c3nc4ccn5c(=O)[nH]nc5c4cc3-c3ccccc3)cc2)CCC1. Cell line: SKMEL30. Synergy scores: synergy=-5.92. (7) Drug 2: C=CCn1c(=O)c2cnc(Nc3ccc(N4CCN(C)CC4)cc3)nc2n1-c1cccc(C(C)(C)O)n1. Synergy scores: synergy=-0.264. Cell line: NCIH460. Drug 1: O=C(CCCCCCC(=O)Nc1ccccc1)NO. (8) Drug 1: O=P1(N(CCCl)CCCl)NCCCO1. Drug 2: CC(C)CC(NC(=O)C(Cc1ccccc1)NC(=O)c1cnccn1)B(O)O. Cell line: A427. Synergy scores: synergy=-8.50. (9) Drug 1: O=P1(N(CCCl)CCCl)NCCCO1. Drug 2: CNC(=O)c1cc(Oc2ccc(NC(=O)Nc3ccc(Cl)c(C(F)(F)F)c3)cc2)ccn1. Cell line: LOVO. Synergy scores: synergy=-3.30. (10) Drug 1: COC1CC2CCC(C)C(O)(O2)C(=O)C(=O)N2CCCCC2C(=O)OC(C(C)CC2CCC(OP(C)(C)=O)C(OC)C2)CC(=O)C(C)C=C(C)C(O)C(OC)C(=O)C(C)CC(C)C=CC=CC=C1C. Drug 2: COC1=C2CC(C)CC(OC)C(O)C(C)C=C(C)C(OC(N)=O)C(OC)C=CC=C(C)C(=O)NC(=CC1=O)C2=O. Cell line: NCIH460. Synergy scores: synergy=5.23.